This data is from Reaction yield outcomes from USPTO patents with 853,638 reactions. The task is: Predict the reaction yield, written as a fraction of the theoretical maximum amount of product (1.0 means a 100% yield; for example, 0.34 means a 34% yield). (1) The reactants are C[O:2][C:3]([C:5]1[CH:6]=[C:7]([Cl:36])[CH:8]=[C:9]2[C:14]=1[NH:13][CH:12]([C:15]1[CH:20]=[CH:19][CH:18]=[C:17]([N:21]3[CH2:26][CH2:25][N:24]([C:27]4[CH:32]=[CH:31][CH:30]=[CH:29][C:28]=4[CH3:33])[CH2:23][CH2:22]3)[CH:16]=1)[C:11]([CH3:35])([CH3:34])[CH2:10]2)=[O:4].O.[OH-].[Li+].O.Cl. The catalyst is CO.O1CCCC1. The product is [Cl:36][C:7]1[CH:8]=[C:9]2[C:14](=[C:5]([C:3]([OH:4])=[O:2])[CH:6]=1)[NH:13][CH:12]([C:15]1[CH:20]=[CH:19][CH:18]=[C:17]([N:21]3[CH2:22][CH2:23][N:24]([C:27]4[CH:32]=[CH:31][CH:30]=[CH:29][C:28]=4[CH3:33])[CH2:25][CH2:26]3)[CH:16]=1)[C:11]([CH3:35])([CH3:34])[CH2:10]2. The yield is 0.420. (2) The reactants are [CH:1]1[C:13]2[CH2:12][C:11]3[C:6](=[CH:7][CH:8]=[CH:9][CH:10]=3)[C:5]=2[CH:4]=[CH:3][CH:2]=1.[OH:14]N1C(=O)C2=CC=CC=C2C1=O.O=O. The catalyst is C(O)(=O)C. The product is [C:1]1(=[O:14])[C:13]2[C:5]([C:6]3[C:11]([CH:12]=2)=[CH:10][CH:9]=[CH:8][CH:7]=3)=[CH:4][CH:3]=[CH:2]1. The yield is 0.800. (3) The reactants are [N:1]1([CH2:7][C:8]2[CH:13]=[CH:12][C:11]([NH:14][C:15]([C:17]3[C:21]([NH2:22])=[CH:20][NH:19][N:18]=3)=[O:16])=[CH:10][CH:9]=2)[CH2:6][CH2:5][O:4][CH2:3][CH2:2]1.Cl[C:24]1[N:25]=[CH:26][CH:27]=[C:28]2[CH:32]=[CH:31][S:30][C:29]=12. No catalyst specified. The product is [S:30]1[C:29]2=[C:24]([NH:22][C:21]3[C:17]([C:15]([NH:14][C:11]4[CH:12]=[CH:13][C:8]([CH2:7][N:1]5[CH2:6][CH2:5][O:4][CH2:3][CH2:2]5)=[CH:9][CH:10]=4)=[O:16])=[N:18][NH:19][CH:20]=3)[N:25]=[CH:26][CH:27]=[C:28]2[CH:32]=[CH:31]1. The yield is 0.453. (4) The reactants are [C:1]1([C:25]2[CH:30]=[CH:29][CH:28]=[CH:27][CH:26]=2)[CH:6]=[CH:5][C:4]([CH2:7][C@@H:8]([NH:16][C:17]([C:19]2[NH:20][N:21]=[C:22]([Cl:24])[N:23]=2)=[O:18])[CH2:9][C@@H:10]([CH2:14][OH:15])[C:11]([OH:13])=[O:12])=[CH:3][CH:2]=1.Cl.[CH3:32][O:33][CH2:34][CH2:35]O. The catalyst is O1CCOCC1. The product is [CH3:32][O:33][CH2:34][CH2:35][O:12][C:11](=[O:13])[C@H:10]([CH2:14][OH:15])[CH2:9][C@H:8]([NH:16][C:17]([C:19]1[NH:20][N:21]=[C:22]([Cl:24])[N:23]=1)=[O:18])[CH2:7][C:4]1[CH:5]=[CH:6][C:1]([C:25]2[CH:26]=[CH:27][CH:28]=[CH:29][CH:30]=2)=[CH:2][CH:3]=1. The yield is 0.950. (5) The reactants are C(N(CC)CC)C.[C:8]([O:12][C:13](=[O:20])[NH:14][CH2:15][CH2:16][CH2:17][NH:18][CH3:19])([CH3:11])([CH3:10])[CH3:9].[Cl:21][C:22]1[N:26]=[C:25](Cl)[S:24][N:23]=1. The catalyst is CS(C)=O.[Cl-].[Na+].O. The product is [C:8]([O:12][C:13](=[O:20])[NH:14][CH2:15][CH2:16][CH2:17][N:18]([C:25]1[S:24][N:23]=[C:22]([Cl:21])[N:26]=1)[CH3:19])([CH3:11])([CH3:10])[CH3:9]. The yield is 0.690. (6) The reactants are [Br:1][C:2]1[C:3]2[N:4]([N:9]=[N:10][N:11]=2)[C:5](Cl)=[N:6][CH:7]=1.[N:12]1([C:18]([O:20][C:21]([CH3:24])([CH3:23])[CH3:22])=[O:19])[CH2:17][CH2:16][NH:15][CH2:14][CH2:13]1.C(N(CC)CC)C. The catalyst is C(O)C. The product is [Br:1][C:2]1[C:3]2[N:4]([N:9]=[N:10][N:11]=2)[C:5]([N:15]2[CH2:14][CH2:13][N:12]([C:18]([O:20][C:21]([CH3:24])([CH3:23])[CH3:22])=[O:19])[CH2:17][CH2:16]2)=[N:6][CH:7]=1. The yield is 0.940. (7) The reactants are [CH3:1]N(C=O)C.[Br:6][C:7]1[C:8](=[O:15])[NH:9][C:10]([CH3:14])=[C:11]([Br:13])[CH:12]=1.CI.C([O-])([O-])=O.[K+].[K+]. The catalyst is O. The product is [Br:6][C:7]1[C:8](=[O:15])[N:9]([CH3:1])[C:10]([CH3:14])=[C:11]([Br:13])[CH:12]=1. The yield is 0.780. (8) The reactants are [C:1]([C:5]1([CH2:10][O:11][C:12]2[CH:17]=[CH:16][C:15]([C:18]([C:23]3[CH:24]=[C:25]([CH3:35])[C:26]4[O:30][C:29]([C:31](O)=[O:32])=[CH:28][C:27]=4[CH:34]=3)([CH2:21][CH3:22])[CH2:19][CH3:20])=[CH:14][C:13]=2[CH3:36])[O:9][CH2:8][CH2:7][O:6]1)([CH3:4])([CH3:3])[CH3:2].C(Cl)CCl.Cl.C[O:43][C:44](=[O:47])[CH2:45][NH2:46]. The catalyst is CN(C1C=CN=CC=1)C. The product is [C:1]([C:5]1([CH2:10][O:11][C:12]2[CH:17]=[CH:16][C:15]([C:18]([C:23]3[CH:24]=[C:25]([CH3:35])[C:26]4[O:30][C:29]([C:31]([NH:46][CH2:45][C:44]([OH:47])=[O:43])=[O:32])=[CH:28][C:27]=4[CH:34]=3)([CH2:19][CH3:20])[CH2:21][CH3:22])=[CH:14][C:13]=2[CH3:36])[O:6][CH2:7][CH2:8][O:9]1)([CH3:2])([CH3:3])[CH3:4]. The yield is 0.970.